Dataset: Full USPTO retrosynthesis dataset with 1.9M reactions from patents (1976-2016). Task: Predict the reactants needed to synthesize the given product. (1) Given the product [Br:1][C:2]1[C:3]([CH3:10])=[CH:4][C:5]([C:8]2[N:11]=[N:12][NH:13][N:9]=2)=[N:6][CH:7]=1, predict the reactants needed to synthesize it. The reactants are: [Br:1][C:2]1[C:3]([CH3:10])=[CH:4][C:5]([C:8]#[N:9])=[N:6][CH:7]=1.[N-:11]=[N+:12]=[N-:13].[Na+].Cl.C(N(CC)CC)C. (2) Given the product [F:11][C:12]1[CH:17]=[C:16]([F:18])[CH:15]=[CH:14][C:13]=1/[CH:19]=[CH:20]/[C:21]1[CH:26]=[CH:25][C:24]([S:27]([C:2]2[CH:7]=[CH:6][CH:5]=[CH:4][C:3]=2[N+:8]([O-:10])=[O:9])(=[O:29])=[O:28])=[CH:23][CH:22]=1, predict the reactants needed to synthesize it. The reactants are: I[C:2]1[CH:7]=[CH:6][CH:5]=[CH:4][C:3]=1[N+:8]([O-:10])=[O:9].[F:11][C:12]1[CH:17]=[C:16]([F:18])[CH:15]=[CH:14][C:13]=1[CH2:19][CH2:20][C:21]1[CH:26]=[CH:25][C:24]([S:27](C2C=CC=CC=2)(=[O:29])=[O:28])=[CH:23][CH:22]=1. (3) Given the product [Cl:1][C:2]1[C:3]([F:34])=[C:4]([NH:8][C:9]2[C:18]3[C:13](=[CH:14][C:15]([O:21][CH:22]4[CH2:27][CH2:26][N:25]([C:28](=[O:33])[C@H:29]([N:31]([CH3:45])[CH3:32])[CH3:30])[CH2:24][CH2:23]4)=[C:16]([O:19][CH3:20])[CH:17]=3)[N:12]=[CH:11][N:10]=2)[CH:5]=[CH:6][CH:7]=1, predict the reactants needed to synthesize it. The reactants are: [Cl:1][C:2]1[C:3]([F:34])=[C:4]([NH:8][C:9]2[C:18]3[C:13](=[CH:14][C:15]([O:21][CH:22]4[CH2:27][CH2:26][N:25]([C:28](=[O:33])[C@H:29]([NH:31][CH3:32])[CH3:30])[CH2:24][CH2:23]4)=[C:16]([O:19][CH3:20])[CH:17]=3)[N:12]=[CH:11][N:10]=2)[CH:5]=[CH:6][CH:7]=1.C=O.S([O-])([O-])(=O)=O.[Mg+2].Cl.O1CCOC[CH2:45]1.C([BH3-])#N.[Na+]. (4) Given the product [CH:14]1[CH:13]=[C:12]([NH:17][CH:2]=[C:3]2[C:4](=[O:5])[CH:6]=[CH:7][CH:8]=[CH:9]2)[C:11]([NH:18][CH:2]=[C:3]2[C:4](=[O:5])[CH:6]=[CH:7][CH:8]=[CH:9]2)=[CH:16][CH:15]=1, predict the reactants needed to synthesize it. The reactants are: [Cl-].[CH:2](=O)[C:3]1[C:4](=[CH:6][CH:7]=[CH:8][CH:9]=1)[OH:5].[C:11]1([NH2:18])[CH:16]=[CH:15][CH:14]=[CH:13][C:12]=1[NH2:17]. (5) Given the product [CH3:1][C:2]1[N:3]([CH2:20][CH2:21][O:22][CH2:23][CH2:24][CH2:25][C:26]2[CH:27]=[N:28][CH:29]=[CH:30][CH:31]=2)[C:4]2[C:9]([CH3:10])=[C:8]([CH3:11])[N:7]=[C:6]([NH2:36])[C:5]=2[N:19]=1, predict the reactants needed to synthesize it. The reactants are: [CH3:1][C:2]1[N:3]([CH2:20][CH2:21][O:22][CH2:23][CH2:24][CH2:25][C:26]2[CH:27]=[N:28][CH:29]=[CH:30][CH:31]=2)[C:4]2[C:9]([CH3:10])=[C:8]([CH3:11])[N:7]=[C:6](OC3C=CC=CC=3)[C:5]=2[N:19]=1.C([O-])(=O)C.[NH4+:36].